From a dataset of Forward reaction prediction with 1.9M reactions from USPTO patents (1976-2016). Predict the product of the given reaction. (1) Given the reactants C(N(CC)CC)C.Cl.[NH2:9][CH:10]1[CH2:15][CH2:14][C:13](=[O:16])[NH:12][C:11]1=[O:17].Br[CH2:19][C:20]1[C:29]([N+:30]([O-:32])=[O:31])=[CH:28][CH:27]=[CH:26][C:21]=1[C:22](OC)=[O:23], predict the reaction product. The product is: [O:23]=[C:22]1[C:21]2[C:20](=[C:29]([N+:30]([O-:32])=[O:31])[CH:28]=[CH:27][CH:26]=2)[CH2:19][N:9]1[CH:10]1[CH2:15][CH2:14][C:13](=[O:16])[NH:12][C:11]1=[O:17]. (2) Given the reactants C([O:3][C:4]([C:6]1([S:16]([C:19]2[CH:24]=[CH:23][C:22]([O:25][CH3:26])=[CH:21][CH:20]=2)(=[O:18])=[O:17])[CH2:11][CH2:10][N:9]([C:12]([CH3:15])([CH3:14])[CH3:13])[CH2:8][CH2:7]1)=[O:5])C, predict the reaction product. The product is: [C:12]([N:9]1[CH2:8][CH2:7][C:6]([S:16]([C:19]2[CH:24]=[CH:23][C:22]([O:25][CH3:26])=[CH:21][CH:20]=2)(=[O:18])=[O:17])([C:4]([OH:5])=[O:3])[CH2:11][CH2:10]1)([CH3:15])([CH3:14])[CH3:13]. (3) Given the reactants [Li+].[CH3:2][Si]([N-][Si](C)(C)C)(C)C.C1(C2C=CC=C[C:18]=2[OH:23])C=CC=CC=1.[C:24]1([C:30]#[C:31][C:32]2[CH:37]=[CH:36][CH:35]=[CH:34][CH:33]=2)[CH:29]=[CH:28][CH:27]=[CH:26][CH:25]=1.Cl.[C:39]1(C)C=C[CH:42]=[CH:41][CH:40]=1, predict the reaction product. The product is: [C:32]1([C:31]#[C:30][C:24]2[CH2:2][O:23][CH2:18][C:29]=2[C:28]#[C:27][C:26]2[CH:25]=[CH:42][CH:41]=[CH:40][CH:39]=2)[CH:33]=[CH:34][CH:35]=[CH:36][CH:37]=1.